Dataset: Reaction yield outcomes from USPTO patents with 853,638 reactions. Task: Predict the reaction yield, written as a fraction of the theoretical maximum amount of product (1.0 means a 100% yield; for example, 0.34 means a 34% yield). The product is [CH3:1][O:2][C:3](=[O:4])[C:5]([NH:6][C:7]([O:9][CH2:10][C:11]1[CH:12]=[CH:13][CH:14]=[CH:15][CH:16]=1)=[O:8])=[CH:37][C:36]1[C:35]([F:34])=[CH:42][CH:41]=[CH:40][C:39]=1[F:43]. The catalyst is C(Cl)Cl. The reactants are [CH3:1][O:2][C:3]([CH:5](P(OC)(OC)=O)[NH:6][C:7]([O:9][CH2:10][C:11]1[CH:16]=[CH:15][CH:14]=[CH:13][CH:12]=1)=[O:8])=[O:4].N12CCCN=C1CCCCC2.[F:34][C:35]1[CH:42]=[CH:41][CH:40]=[C:39]([F:43])[C:36]=1[CH:37]=O.C(OCC)C. The yield is 0.720.